From a dataset of NCI-60 drug combinations with 297,098 pairs across 59 cell lines. Regression. Given two drug SMILES strings and cell line genomic features, predict the synergy score measuring deviation from expected non-interaction effect. (1) Drug 1: C1C(C(OC1N2C=C(C(=O)NC2=O)F)CO)O. Drug 2: C1=CC=C(C(=C1)C(C2=CC=C(C=C2)Cl)C(Cl)Cl)Cl. Cell line: OVCAR3. Synergy scores: CSS=9.72, Synergy_ZIP=-3.79, Synergy_Bliss=2.80, Synergy_Loewe=-13.1, Synergy_HSA=0.675. (2) Drug 1: CNC(=O)C1=CC=CC=C1SC2=CC3=C(C=C2)C(=NN3)C=CC4=CC=CC=N4. Drug 2: CC12CCC3C(C1CCC2OP(=O)(O)O)CCC4=C3C=CC(=C4)OC(=O)N(CCCl)CCCl.[Na+]. Cell line: DU-145. Synergy scores: CSS=-10.2, Synergy_ZIP=0.566, Synergy_Bliss=-4.15, Synergy_Loewe=-6.75, Synergy_HSA=-6.50. (3) Drug 1: CC1C(C(=O)NC(C(=O)N2CCCC2C(=O)N(CC(=O)N(C(C(=O)O1)C(C)C)C)C)C(C)C)NC(=O)C3=C4C(=C(C=C3)C)OC5=C(C(=O)C(=C(C5=N4)C(=O)NC6C(OC(=O)C(N(C(=O)CN(C(=O)C7CCCN7C(=O)C(NC6=O)C(C)C)C)C)C(C)C)C)N)C. Drug 2: C(CC(=O)O)C(=O)CN.Cl. Cell line: SF-268. Synergy scores: CSS=25.9, Synergy_ZIP=-14.3, Synergy_Bliss=-8.46, Synergy_Loewe=-13.1, Synergy_HSA=-4.58. (4) Drug 1: COC1=NC(=NC2=C1N=CN2C3C(C(C(O3)CO)O)O)N. Drug 2: CNC(=O)C1=NC=CC(=C1)OC2=CC=C(C=C2)NC(=O)NC3=CC(=C(C=C3)Cl)C(F)(F)F. Cell line: NCIH23. Synergy scores: CSS=0.0690, Synergy_ZIP=1.90, Synergy_Bliss=1.09, Synergy_Loewe=2.96, Synergy_HSA=-2.60. (5) Drug 1: CN1C2=C(C=C(C=C2)N(CCCl)CCCl)N=C1CCCC(=O)O.Cl. Drug 2: CC(C)(C#N)C1=CC(=CC(=C1)CN2C=NC=N2)C(C)(C)C#N. Cell line: RPMI-8226. Synergy scores: CSS=6.16, Synergy_ZIP=-2.93, Synergy_Bliss=-0.792, Synergy_Loewe=-1.08, Synergy_HSA=0.610.